From a dataset of Forward reaction prediction with 1.9M reactions from USPTO patents (1976-2016). Predict the product of the given reaction. (1) The product is: [CH3:1][N:2]([CH3:23])[C:3]1[N:8]=[CH:7][C:6]([C:9]2[N:13]3[CH:14]=[CH:15][CH:16]=[CH:17][C:12]3=[N:11][C:10]=2[CH2:18][OH:19])=[CH:5][CH:4]=1. Given the reactants [CH3:1][N:2]([CH3:23])[C:3]1[N:8]=[CH:7][C:6]([C:9]2[N:13]3[CH:14]=[CH:15][CH:16]=[CH:17][C:12]3=[N:11][C:10]=2[C:18](OCC)=[O:19])=[CH:5][CH:4]=1.[BH4-].[Li+].[OH-].[Na+], predict the reaction product. (2) Given the reactants [Br:1][C:2]1[CH:3]=[C:4]([C:9]([F:12])([F:11])[F:10])[C:5]([OH:8])=[N:6][CH:7]=1.[H-].[Na+].[CH3:15]I.O, predict the reaction product. The product is: [Br:1][C:2]1[CH:3]=[C:4]([C:9]([F:12])([F:10])[F:11])[C:5](=[O:8])[N:6]([CH3:15])[CH:7]=1. (3) Given the reactants [N+:1]([C:4]1[CH:5]=[C:6]2[C:11](=[CH:12][CH:13]=1)[N:10]=[CH:9][CH:8]=[C:7]2[C:14]#[N:15])([O-])=O, predict the reaction product. The product is: [NH2:1][C:4]1[CH:5]=[C:6]2[C:11](=[CH:12][CH:13]=1)[N:10]=[CH:9][CH:8]=[C:7]2[C:14]#[N:15]. (4) The product is: [Br:1][C:2]1[C:3](=[O:11])[N:4]([CH2:20][C:17]2[CH:18]=[CH:19][C:14]([O:13][CH3:12])=[CH:15][CH:16]=2)[CH:5]=[N:6][C:7]=1[CH:8]([F:9])[F:10]. Given the reactants [Br:1][C:2]1[C:3](=[O:11])[NH:4][CH:5]=[N:6][C:7]=1[CH:8]([F:10])[F:9].[CH3:12][O:13][C:14]1[CH:19]=[CH:18][C:17]([CH2:20]Cl)=[CH:16][CH:15]=1.C(=O)([O-])[O-].[K+].[K+].O, predict the reaction product. (5) Given the reactants [CH3:1][N:2]1[C:8](=[O:9])[N:7]([CH3:10])[C:5](=[O:6])[C:4]2[N:11]([CH2:14][CH2:15][N:16]3[CH2:21][CH2:20][N:19]([C:22]4[C:27]([Cl:28])=[CH:26][CH:25]=[CH:24][CH:23]=4)[CH2:18][CH2:17]3)[CH:12]=[N:13][C:3]1=2.[CH3:29][CH2:30][O:31][C:32]1[CH:33]=[C:34]([CH2:41][C:42]([NH:44][C@H:45]([C:50]2[CH:51]=[CH:52][CH:53]=[CH:54][C:55]=2[N:56]2[CH2:61][CH2:60][CH2:59][CH2:58][CH2:57]2)[CH2:46][CH:47]([CH3:49])[CH3:48])=[O:43])[CH:35]=[CH:36][C:37]=1[C:38]([OH:40])=[O:39], predict the reaction product. The product is: [CH3:1][N:2]1[C:8](=[O:9])[N:7]([CH3:10])[C:5](=[O:6])[C:4]2[N:11]([CH2:14][CH2:15][N:16]3[CH2:21][CH2:20][N:19]([C:22]4[C:27]([Cl:28])=[CH:26][CH:25]=[CH:24][CH:23]=4)[CH2:18][CH2:17]3)[CH:12]=[N:13][C:3]1=2.[CH3:29][CH2:30][O:31][C:32]1[CH:33]=[C:34]([CH2:41][C:42]([NH:44][C@H:45]([C:50]2[CH:51]=[CH:52][CH:53]=[CH:54][C:55]=2[N:56]2[CH2:61][CH2:60][CH2:59][CH2:58][CH2:57]2)[CH2:46][CH:47]([CH3:49])[CH3:48])=[O:43])[CH:35]=[CH:36][C:37]=1[C:38]([OH:40])=[O:39]. (6) Given the reactants [Cl:1][C:2]1[CH:7]=[CH:6][CH:5]=[CH:4][C:3]=1[C:8]1[N:26]([CH2:27][C@H:28]2[CH2:33][CH2:32][CH2:31][N:30]([C:34]([O:36][C:37]([CH3:40])([CH3:39])[CH3:38])=[O:35])[CH2:29]2)[C:11]2[N:12]=[C:13]([NH:16][CH2:17][C:18]3[CH:23]=[CH:22][C:21]([F:24])=[C:20]([F:25])[CH:19]=3)[N:14]=[CH:15][C:10]=2[C:9]=1[CH3:41].[Cl:42]C1N=CC2C(C)=C(C3C(Cl)=CC=CC=3Cl)N(C[C@@H]3CCCN(C(OC(C)(C)C)=O)C3)C=2N=1, predict the reaction product. The product is: [Cl:1][C:2]1[CH:7]=[CH:6][CH:5]=[C:4]([Cl:42])[C:3]=1[C:8]1[N:26]([CH2:27][C@@H:28]2[CH2:33][CH2:32][CH2:31][N:30]([C:34]([O:36][C:37]([CH3:38])([CH3:40])[CH3:39])=[O:35])[CH2:29]2)[C:11]2[N:12]=[C:13]([NH:16][CH2:17][C:18]3[CH:23]=[CH:22][C:21]([F:24])=[C:20]([F:25])[CH:19]=3)[N:14]=[CH:15][C:10]=2[C:9]=1[CH3:41].